Dataset: Full USPTO retrosynthesis dataset with 1.9M reactions from patents (1976-2016). Task: Predict the reactants needed to synthesize the given product. (1) Given the product [CH3:28][C:6]1[C:7]2[C:12]([NH:13][C:14]3[C:15]([O:20][CH:21]4[CH2:22][CH2:23][O:24][CH2:25][CH2:26]4)=[N:16][CH:17]=[CH:18][CH:19]=3)=[N:11][CH:10]=[N:9][C:8]=2[S:27][C:5]=1[C:3]([OH:4])=[O:2], predict the reactants needed to synthesize it. The reactants are: C[O:2][C:3]([C:5]1[S:27][C:8]2[N:9]=[CH:10][N:11]=[C:12]([NH:13][C:14]3[C:15]([O:20][CH:21]4[CH2:26][CH2:25][O:24][CH2:23][CH2:22]4)=[N:16][CH:17]=[CH:18][CH:19]=3)[C:7]=2[C:6]=1[CH3:28])=[O:4].[OH-].[Li+].[OH-].[Na+]. (2) Given the product [F:18][C:19]1[CH:20]=[C:21]([NH:34][C:35]2[CH:40]=[C:39]([OH:41])[CH:38]=[CH:37][C:36]=2[C:43]2[CH:52]=[CH:51][C:50]3[C:45](=[CH:46][CH:47]=[CH:48][CH:49]=3)[CH:44]=2)[CH:22]=[CH:23][C:24]=1[O:25][CH2:26][CH2:27][N:28]1[CH2:29][CH2:30][CH2:31][CH2:32][CH2:33]1, predict the reactants needed to synthesize it. The reactants are: BrC1C=CC(OCCN2CCCCC2)=C(F)C=1.[F:18][C:19]1[CH:20]=[C:21]([NH:34][C:35]2[CH:40]=[C:39]([O:41]C)[CH:38]=[CH:37][C:36]=2[C:43]2[CH:52]=[CH:51][C:50]3[C:45](=[CH:46][CH:47]=[CH:48][CH:49]=3)[CH:44]=2)[CH:22]=[CH:23][C:24]=1[O:25][CH2:26][CH2:27][N:28]1[CH2:33][CH2:32][CH2:31][CH2:30][CH2:29]1. (3) Given the product [CH3:1][C@@H:2]1[CH2:3][CH2:4][C@H:5]([O:8][C:9]2[C:10]([C:21]([F:22])([F:23])[F:24])=[C:11]3[C:16](=[CH:17][CH:18]=2)[CH:15]=[C:14]([CH2:19][N:26]2[CH2:31][CH2:30][O:29][CH:28]([CH2:32][C:33]([OH:35])=[O:34])[CH2:27]2)[CH:13]=[CH:12]3)[CH2:6][CH2:7]1, predict the reactants needed to synthesize it. The reactants are: [CH3:1][C@@H:2]1[CH2:7][CH2:6][C@H:5]([O:8][C:9]2[C:10]([C:21]([F:24])([F:23])[F:22])=[C:11]3[C:16](=[CH:17][CH:18]=2)[CH:15]=[C:14]([CH:19]=O)[CH:13]=[CH:12]3)[CH2:4][CH2:3]1.Cl.[NH:26]1[CH2:31][CH2:30][O:29][CH:28]([CH2:32][C:33]([O:35]C)=[O:34])[CH2:27]1.C(O[BH-](OC(=O)C)OC(=O)C)(=O)C.[Na+].C(O)(=O)C.[OH-].[Na+].O. (4) Given the product [Cl:1][C:2]1[CH:7]=[CH:6][C:5]([N:8]2[CH2:12][CH2:11][CH:10]([CH2:13][N:24]3[CH2:25][CH2:26][N:21]([CH2:20][CH2:19][O:18][CH3:17])[CH2:22][CH2:23]3)[C:9]2=[O:16])=[CH:4][CH:3]=1, predict the reactants needed to synthesize it. The reactants are: [Cl:1][C:2]1[CH:7]=[CH:6][C:5]([N:8]2[CH2:12][CH2:11][CH:10]([C:13](O)=O)[C:9]2=[O:16])=[CH:4][CH:3]=1.[CH3:17][O:18][CH2:19][CH2:20][N:21]1[CH2:26][CH2:25][NH:24][CH2:23][CH2:22]1.C=O. (5) The reactants are: C([C:3]1[CH:16]=[CH:15][C:6]([NH:7][C:8]([O:10]C(C)(C)C)=O)=[CH:5][CH:4]=1)#N.S.[C:18]([NH:25][C:26]1[CH:31]=[CH:30][C:29]([C:32](=[S:34])[NH2:33])=[CH:28][CH:27]=1)([O:20][C:21]([CH3:24])([CH3:23])[CH3:22])=[O:19]. Given the product [C:21]([O:20][C:18](=[O:19])[NH:25][C:26]1[CH:27]=[CH:28][C:29]([C:32]2[S:34][CH:16]=[C:3]([C:4]3[C:8](=[O:10])[NH:7][C:6]4[C:5]([CH:5]=3)=[CH:4][CH:3]=[CH:16][CH:15]=4)[N:33]=2)=[CH:30][CH:31]=1)([CH3:24])([CH3:23])[CH3:22], predict the reactants needed to synthesize it. (6) Given the product [Cl:1][C:2]1[C:24]([Cl:25])=[CH:23][C:5]2[N:6]([C:11]3[CH:12]=[CH:13][C:14]([CH2:17][C:18]([OH:20])=[O:19])=[CH:15][CH:16]=3)[C:7]([CH2:9][CH3:10])=[N:8][C:4]=2[CH:3]=1, predict the reactants needed to synthesize it. The reactants are: [Cl:1][C:2]1[C:24]([Cl:25])=[CH:23][C:5]2[N:6]([C:11]3[CH:16]=[CH:15][C:14]([CH2:17][C:18]([O:20]CC)=[O:19])=[CH:13][CH:12]=3)[C:7]([CH2:9][CH3:10])=[N:8][C:4]=2[CH:3]=1.[OH-].[Na+]. (7) Given the product [F:1][C:2]1[CH:3]=[C:4]([CH:29]=[C:30]([N:32]2[CH2:37][CH2:36][CH2:35][CH2:34][CH2:33]2)[CH:31]=1)[C:5]([NH:7][C:8]1[C:17]2[C:12](=[CH:13][CH:14]=[CH:15][CH:16]=2)[C:11]([O:18][C:19]2[CH:24]=[CH:23][N:22]=[C:21]([N:41]3[CH2:42][CH2:43][NH:38][C:39](=[O:44])[CH2:40]3)[N:20]=2)=[CH:10][CH:9]=1)=[O:6], predict the reactants needed to synthesize it. The reactants are: [F:1][C:2]1[CH:3]=[C:4]([CH:29]=[C:30]([N:32]2[CH2:37][CH2:36][CH2:35][CH2:34][CH2:33]2)[CH:31]=1)[C:5]([NH:7][C:8]1[C:17]2[C:12](=[CH:13][CH:14]=[CH:15][CH:16]=2)[C:11]([O:18][C:19]2[CH:24]=[CH:23][N:22]=[C:21](S(C)(=O)=O)[N:20]=2)=[CH:10][CH:9]=1)=[O:6].[NH:38]1[CH2:43][CH2:42][NH:41][CH2:40][C:39]1=[O:44].